From a dataset of Full USPTO retrosynthesis dataset with 1.9M reactions from patents (1976-2016). Predict the reactants needed to synthesize the given product. Given the product [Cl:12][CH2:11][C:8]1[CH:7]=[CH:6][N:5]=[C:4]2[S:3][C:2]([C:19]3[CH:18]=[CH:17][CH:16]=[C:15]([C:14]([F:25])([F:24])[F:13])[CH:20]=3)=[N:10][C:9]=12, predict the reactants needed to synthesize it. The reactants are: Cl[C:2]1[S:3][C:4]2[C:9]([N:10]=1)=[C:8]([CH2:11][Cl:12])[CH:7]=[CH:6][N:5]=2.[F:13][C:14]([F:25])([F:24])[C:15]1[CH:16]=[C:17](B(O)O)[CH:18]=[CH:19][CH:20]=1.C([O-])([O-])=O.[Na+].[Na+].